This data is from NCI-60 drug combinations with 297,098 pairs across 59 cell lines. The task is: Regression. Given two drug SMILES strings and cell line genomic features, predict the synergy score measuring deviation from expected non-interaction effect. (1) Drug 1: C1CC(=O)NC(=O)C1N2CC3=C(C2=O)C=CC=C3N. Drug 2: CCC(=C(C1=CC=CC=C1)C2=CC=C(C=C2)OCCN(C)C)C3=CC=CC=C3.C(C(=O)O)C(CC(=O)O)(C(=O)O)O. Cell line: MCF7. Synergy scores: CSS=7.31, Synergy_ZIP=-1.92, Synergy_Bliss=0.0300, Synergy_Loewe=-0.324, Synergy_HSA=1.47. (2) Drug 2: CCN(CC)CCCC(C)NC1=C2C=C(C=CC2=NC3=C1C=CC(=C3)Cl)OC. Synergy scores: CSS=34.5, Synergy_ZIP=-11.0, Synergy_Bliss=-4.57, Synergy_Loewe=-1.79, Synergy_HSA=-0.935. Cell line: OVCAR-8. Drug 1: C1=NC2=C(N=C(N=C2N1C3C(C(C(O3)CO)O)F)Cl)N. (3) Drug 1: C(=O)(N)NO. Drug 2: C1CCC(C(C1)N)N.C(=O)(C(=O)[O-])[O-].[Pt+4]. Cell line: SK-MEL-5. Synergy scores: CSS=21.7, Synergy_ZIP=-9.63, Synergy_Bliss=0.191, Synergy_Loewe=-10.7, Synergy_HSA=2.63. (4) Drug 1: CC1=C(C(CCC1)(C)C)C=CC(=CC=CC(=CC(=O)O)C)C. Drug 2: COC1=C2C(=CC3=C1OC=C3)C=CC(=O)O2. Cell line: TK-10. Synergy scores: CSS=-0.902, Synergy_ZIP=-0.407, Synergy_Bliss=0.760, Synergy_Loewe=-2.61, Synergy_HSA=-1.33. (5) Drug 1: CC(C)(C#N)C1=CC(=CC(=C1)CN2C=NC=N2)C(C)(C)C#N. Drug 2: C1=NC(=NC(=O)N1C2C(C(C(O2)CO)O)O)N. Cell line: UO-31. Synergy scores: CSS=24.0, Synergy_ZIP=-6.90, Synergy_Bliss=-0.463, Synergy_Loewe=-7.42, Synergy_HSA=-6.59. (6) Drug 1: C1CCC(C1)C(CC#N)N2C=C(C=N2)C3=C4C=CNC4=NC=N3. Drug 2: CC1C(C(=O)NC(C(=O)N2CCCC2C(=O)N(CC(=O)N(C(C(=O)O1)C(C)C)C)C)C(C)C)NC(=O)C3=C4C(=C(C=C3)C)OC5=C(C(=O)C(=C(C5=N4)C(=O)NC6C(OC(=O)C(N(C(=O)CN(C(=O)C7CCCN7C(=O)C(NC6=O)C(C)C)C)C)C(C)C)C)N)C. Cell line: HOP-92. Synergy scores: CSS=11.5, Synergy_ZIP=8.70, Synergy_Bliss=16.4, Synergy_Loewe=16.8, Synergy_HSA=15.9. (7) Cell line: NCI/ADR-RES. Drug 2: C1=CC=C(C(=C1)C(C2=CC=C(C=C2)Cl)C(Cl)Cl)Cl. Synergy scores: CSS=12.1, Synergy_ZIP=1.45, Synergy_Bliss=8.09, Synergy_Loewe=3.02, Synergy_HSA=7.59. Drug 1: C1=CC(=C2C(=C1NCCNCCO)C(=O)C3=C(C=CC(=C3C2=O)O)O)NCCNCCO. (8) Drug 1: CC1=C(C(=CC=C1)Cl)NC(=O)C2=CN=C(S2)NC3=CC(=NC(=N3)C)N4CCN(CC4)CCO. Drug 2: C1CC(=O)NC(=O)C1N2C(=O)C3=CC=CC=C3C2=O. Cell line: UO-31. Synergy scores: CSS=5.20, Synergy_ZIP=0.782, Synergy_Bliss=2.17, Synergy_Loewe=-46.8, Synergy_HSA=-0.681. (9) Drug 1: CN(C)C1=NC(=NC(=N1)N(C)C)N(C)C. Drug 2: CCC1=C2CN3C(=CC4=C(C3=O)COC(=O)C4(CC)O)C2=NC5=C1C=C(C=C5)O. Cell line: RXF 393. Synergy scores: CSS=16.8, Synergy_ZIP=-2.57, Synergy_Bliss=-2.11, Synergy_Loewe=-34.2, Synergy_HSA=-4.79.